The task is: Predict the reactants needed to synthesize the given product.. This data is from Retrosynthesis with 50K atom-mapped reactions and 10 reaction types from USPTO. (1) Given the product COC(=O)[C@@H](NC(=O)c1onc(-c2ccc(NC(=O)Nc3ccccc3)cc2)c1-c1ccccc1)C(C)C, predict the reactants needed to synthesize it. The reactants are: COC(=O)[C@@H](N)C(C)C.O=C(Nc1ccccc1)Nc1ccc(-c2noc(C(=O)O)c2-c2ccccc2)cc1. (2) Given the product CCc1ccc([C@H]2C[C@@H](C(F)(F)F)n3ncc(C(=O)NCc4ccc(C)cn4)c3N2)cc1, predict the reactants needed to synthesize it. The reactants are: CCc1ccc([C@H]2C[C@@H](C(F)(F)F)n3ncc(C(=O)O)c3N2)cc1.Cc1ccc(CN)nc1. (3) Given the product O=C(Nc1ccc(C(=O)N2CC(C(=O)O)Cc3ccccc32)cc1)c1cc(Cl)cc(Cl)c1, predict the reactants needed to synthesize it. The reactants are: CCOC(=O)C1Cc2ccccc2N(C(=O)c2ccc(NC(=O)c3cc(Cl)cc(Cl)c3)cc2)C1. (4) Given the product CN1c2ccccc2S(=O)(=O)c2ccc(C(CC3CCOCC3)C(=O)O)cc21, predict the reactants needed to synthesize it. The reactants are: CCOC(=O)C(CC1CCOCC1)c1ccc2c(c1)N(C)c1ccccc1S2(=O)=O. (5) Given the product Cc1nn(Cc2ccc(Oc3ccccc3)cc2)c2nc(NCc3ccco3)cc(C(=O)O)c12, predict the reactants needed to synthesize it. The reactants are: CCOC(=O)c1cc(NCc2ccco2)nc2c1c(C)nn2Cc1ccc(Oc2ccccc2)cc1. (6) Given the product COc1cc(C)c([N+](=O)[O-])cc1C(=O)NCC1CCCO1, predict the reactants needed to synthesize it. The reactants are: COc1cc(C)c([N+](=O)[O-])cc1C(=O)Cl.NCC1CCCO1.